This data is from Full USPTO retrosynthesis dataset with 1.9M reactions from patents (1976-2016). The task is: Predict the reactants needed to synthesize the given product. (1) Given the product [NH2:1][C@H:2]([CH2:30][C:31]1[CH:32]=[CH:33][CH:34]=[CH:35][CH:36]=1)[CH2:3][C:4]([N:6]1[CH2:29][CH2:28][CH2:27][C@H:7]1[C:8]([NH:10][CH2:11][C:12]1[CH:17]=[CH:16][CH:15]=[CH:14][C:13]=1[O:19][CH2:20][C:21]([NH:23][CH:24]1[CH2:26][CH2:25]1)=[O:22])=[O:9])=[O:5], predict the reactants needed to synthesize it. The reactants are: [NH2:1][C@H:2]([CH2:30][C:31]1[CH:36]=[CH:35][CH:34]=[CH:33][CH:32]=1)[CH2:3][C:4]([N:6]1[CH2:29][CH2:28][CH2:27][C@H:7]1[C:8]([NH:10][CH2:11][C:12]1[CH:17]=[C:16](Cl)[CH:15]=[CH:14][C:13]=1[O:19][CH2:20][C:21]([NH:23][CH:24]1[CH2:26][CH2:25]1)=[O:22])=[O:9])=[O:5].[H][H]. (2) Given the product [Cl:1][C:2]1[C:7]([Cl:8])=[CH:6][CH:5]=[CH:4][C:3]=1[S:9]([NH:12][C:13]1[C:18]([O:19][CH3:20])=[N:17][C:16]([CH2:21][O:22][CH3:25])=[C:15]([Cl:23])[N:14]=1)(=[O:11])=[O:10], predict the reactants needed to synthesize it. The reactants are: [Cl:1][C:2]1[C:7]([Cl:8])=[CH:6][CH:5]=[CH:4][C:3]=1[S:9]([NH:12][C:13]1[C:18]([O:19][CH3:20])=[N:17][C:16]([CH2:21][OH:22])=[C:15]([Cl:23])[N:14]=1)(=[O:11])=[O:10].O1CCC[CH2:25]1.